From a dataset of Catalyst prediction with 721,799 reactions and 888 catalyst types from USPTO. Predict which catalyst facilitates the given reaction. (1) Reactant: [CH3:1][C@@H:2]1[CH2:7][N:6]([C:8]2[CH:9]=[N:10][C:11]([N+:14]([O-])=O)=[CH:12][CH:13]=2)[CH2:5][CH2:4][N:3]1[C:17]([O:19][C:20]([CH3:23])([CH3:22])[CH3:21])=[O:18].[H][H]. Product: [NH2:14][C:11]1[N:10]=[CH:9][C:8]([N:6]2[CH2:5][CH2:4][N:3]([C:17]([O:19][C:20]([CH3:23])([CH3:22])[CH3:21])=[O:18])[C@H:2]([CH3:1])[CH2:7]2)=[CH:13][CH:12]=1. The catalyst class is: 129. (2) Reactant: [Cl:1][C:2]1[CH:7]=[C:6]([Cl:8])[CH:5]=[CH:4][C:3]=1[N:9]1[C:14]2=[N:15][C:16]3[C:17](=[C:18](C(O)=O)[CH:19]=[CH:20][CH:21]=3)[N:13]2[CH2:12][CH2:11][CH2:10]1.C1(P(C2C=CC=CC=2)(=O)O)C=CC=CC=1.C([N:42](CC)CC)C. Product: [Cl:1][C:2]1[CH:7]=[C:6]([Cl:8])[CH:5]=[CH:4][C:3]=1[N:9]1[C:14]2=[N:15][C:16]3[C:17](=[C:18]([NH2:42])[CH:19]=[CH:20][CH:21]=3)[N:13]2[CH2:12][CH2:11][CH2:10]1. The catalyst class is: 107. (3) Product: [F:18][C:19]1[CH:20]=[C:21]([CH:29]=[CH:30][CH:31]=1)[C:22]([NH:24][N:25]([CH:26]([CH3:28])[CH3:27])[C:15](=[O:17])/[CH:14]=[CH:13]/[C:6]1[C:7]2[C:12](=[CH:11][CH:10]=[CH:9][CH:8]=2)[N:4]([CH2:1][CH2:2][CH3:3])[CH:5]=1)=[O:23]. Reactant: [CH2:1]([N:4]1[C:12]2[C:7](=[CH:8][CH:9]=[CH:10][CH:11]=2)[C:6](/[CH:13]=[CH:14]/[C:15]([OH:17])=O)=[CH:5]1)[CH2:2][CH3:3].[F:18][C:19]1[CH:20]=[C:21]([CH:29]=[CH:30][CH:31]=1)[C:22]([NH:24][NH:25][CH:26]([CH3:28])[CH3:27])=[O:23].CN(C(ON1N=NC2C=CC=NC1=2)=[N+](C)C)C.F[P-](F)(F)(F)(F)F.C(N(CC)C(C)C)(C)C. The catalyst class is: 31. (4) Reactant: [F:1][C:2]1[CH:3]=[C:4]([CH2:9][CH:10]([NH:14][C:15](=[O:21])[O:16][C:17]([CH3:20])([CH3:19])[CH3:18])[CH:11]2[CH2:13][O:12]2)[CH:5]=[C:6]([F:8])[CH:7]=1.[CH2:22]([C:27]1[N:28]=[C:29]([C:32]2([NH2:35])[CH2:34][CH2:33]2)[S:30][CH:31]=1)[C:23]([CH3:26])([CH3:25])[CH3:24]. Product: [F:1][C:2]1[CH:3]=[C:4]([CH2:9][C@H:10]([NH:14][C:15](=[O:21])[O:16][C:17]([CH3:20])([CH3:19])[CH3:18])[C@H:11]([OH:12])[CH2:13][NH:35][C:32]2([C:29]3[S:30][CH:31]=[C:27]([CH2:22][C:23]([CH3:26])([CH3:25])[CH3:24])[N:28]=3)[CH2:33][CH2:34]2)[CH:5]=[C:6]([F:8])[CH:7]=1. The catalyst class is: 32.